From a dataset of Full USPTO retrosynthesis dataset with 1.9M reactions from patents (1976-2016). Predict the reactants needed to synthesize the given product. The reactants are: [C:1]([CH2:11][CH2:12][CH2:13][CH2:14][CH2:15][CH2:16][C:17]([OH:19])=O)(=[O:10])[C:2]1[CH:7]=[CH:6][C:5]([O:8][CH3:9])=[CH:4][CH:3]=1.[NH2:20][OH:21].Cl. Given the product [OH:21][NH:20][C:17](=[O:19])[CH2:16][CH2:15][CH2:14][CH2:13][CH2:12][CH2:11][C:1](=[O:10])[C:2]1[CH:7]=[CH:6][C:5]([O:8][CH3:9])=[CH:4][CH:3]=1, predict the reactants needed to synthesize it.